This data is from Forward reaction prediction with 1.9M reactions from USPTO patents (1976-2016). The task is: Predict the product of the given reaction. (1) Given the reactants [Cl:1][C:2]1[CH:23]=[CH:22][CH:21]=[CH:20][C:3]=1[O:4][CH2:5][C:6]1[CH:11]=[CH:10][N:9]=[C:8]([C:12]([NH:14][C:15]2[CH:16]=[N:17][NH:18][CH:19]=2)=[O:13])[CH:7]=1.Br[CH2:25][CH2:26][OH:27].C(=O)([O-])[O-].[Cs+].[Cs+].[Cl-].[NH4+], predict the reaction product. The product is: [Cl:1][C:2]1[CH:23]=[CH:22][CH:21]=[CH:20][C:3]=1[O:4][CH2:5][C:6]1[CH:11]=[CH:10][N:9]=[C:8]([C:12]([NH:14][C:15]2[CH:19]=[N:18][N:17]([CH2:25][CH2:26][OH:27])[CH:16]=2)=[O:13])[CH:7]=1. (2) The product is: [N+:9]([C:12]1[CH:13]=[C:14]([CH:17]=[CH:18][CH:19]=1)[CH2:15][O:16][C:2]1[S:6][N:5]=[C:4]([S:7][CH3:8])[N:3]=1)([O-:11])=[O:10]. Given the reactants Cl[C:2]1[S:6][N:5]=[C:4]([S:7][CH3:8])[N:3]=1.[N+:9]([C:12]1[CH:13]=[C:14]([CH:17]=[CH:18][CH:19]=1)[CH2:15][OH:16])([O-:11])=[O:10].C(=O)([O-])[O-].[K+].[K+].[Cl-].[Na+], predict the reaction product.